From a dataset of Reaction yield outcomes from USPTO patents with 853,638 reactions. Predict the reaction yield, written as a fraction of the theoretical maximum amount of product (1.0 means a 100% yield; for example, 0.34 means a 34% yield). (1) The yield is 0.930. The reactants are [CH2:1]([O:3][C:4]1[CH:13]=[CH:12][C:11]2[C:6](=[CH:7][CH:8]=[CH:9][CH:10]=2)[C:5]=1[C:14]([OH:16])=O)[CH3:2].CCN(C(C)C)C(C)C.Cl.[CH2:27]1[C:39]2[C:38]3[CH:37]=[CH:36][CH:35]=[CH:34][C:33]=3[N:32]([CH2:40][C:41]([O:43][CH2:44][CH3:45])=[O:42])[C:31]=2[CH2:30][CH2:29][NH:28]1. The catalyst is C1COCC1.CN(C=O)C. The product is [CH2:1]([O:3][C:4]1[CH:13]=[CH:12][C:11]2[C:6](=[CH:7][CH:8]=[CH:9][CH:10]=2)[C:5]=1[C:14]([N:28]1[CH2:29][CH2:30][C:31]2[N:32]([CH2:40][C:41]([O:43][CH2:44][CH3:45])=[O:42])[C:33]3[CH:34]=[CH:35][CH:36]=[CH:37][C:38]=3[C:39]=2[CH2:27]1)=[O:16])[CH3:2]. (2) The reactants are [C:1]([O:9][C@H:10]1[CH2:15][C@@H:14]([O:16][Si](C(C)(C)C)(C)C)[CH2:13][N:12]([C:24]([O:26][CH2:27][C:28]2[CH:33]=[CH:32][CH:31]=[CH:30][CH:29]=2)=[O:25])[CH2:11]1)(=[O:8])[C:2]1[CH:7]=[CH:6][CH:5]=[CH:4][CH:3]=1.Cl.C(O)(C)C. The catalyst is CO. The product is [C:1]([O:9][C@H:10]1[CH2:15][C@@H:14]([OH:16])[CH2:13][N:12]([C:24]([O:26][CH2:27][C:28]2[CH:33]=[CH:32][CH:31]=[CH:30][CH:29]=2)=[O:25])[CH2:11]1)(=[O:8])[C:2]1[CH:3]=[CH:4][CH:5]=[CH:6][CH:7]=1. The yield is 0.950. (3) The yield is 0.950. The reactants are [Cl:1][C:2]1[CH:12]=[CH:11][CH:10]=[CH:9][C:3]=1[C@@H:4]([OH:8])[C:5]([OH:7])=[O:6].P(=O)(Cl)(Cl)Cl.[CH3:18]O. No catalyst specified. The product is [Cl:1][C:2]1[CH:12]=[CH:11][CH:10]=[CH:9][C:3]=1[C@@H:4]([OH:8])[C:5]([O:7][CH3:18])=[O:6]. (4) The reactants are FC1C=C([N+]([O-])=O)C=CC=1N(CC(F)(F)F)O.CC(C)CCCO.[F:25][C:26]1[CH:31]=[C:30]([N+:32]([O-:34])=[O:33])[CH:29]=[CH:28][C:27]=1[N:35]1[C@H:39]([CH2:40][CH:41]([CH3:43])[CH3:42])[CH2:38][O:37][CH:36]1[C:44]([F:47])([F:46])[F:45].[SiH](CC)(CC)CC. The catalyst is C(Cl)(Cl)Cl.O. The product is [F:25][C:26]1[CH:31]=[C:30]([N+:32]([O-:34])=[O:33])[CH:29]=[CH:28][C:27]=1[N:35]([CH2:36][C:44]([F:47])([F:46])[F:45])[C@H:39]([CH2:40][CH:41]([CH3:42])[CH3:43])[CH2:38][OH:37]. The yield is 0.440. (5) The reactants are [NH2:1][C:2]1[N:6]([CH3:7])[CH:5]=[N:4][C:3]=1[C:8]([O:10][CH2:11][CH3:12])=[O:9].[Cl:13][C:14]1[CH:19]=[CH:18][C:17]([N:20]=[C:21]=[S:22])=[CH:16][CH:15]=1. The catalyst is N1C=CC=CC=1. The product is [Cl:13][C:14]1[CH:19]=[CH:18][C:17]([NH:20][C:21]([NH:1][C:2]2[N:6]([CH3:7])[CH:5]=[N:4][C:3]=2[C:8]([O:10][CH2:11][CH3:12])=[O:9])=[S:22])=[CH:16][CH:15]=1. The yield is 0.750. (6) The catalyst is O.C(OCC)(=O)C. The reactants are [CH3:1][C:2]1([CH3:15])[O:6][C@H:5]([C:7](Cl)=[N:8]OS(C)(=O)=O)[CH2:4][O:3]1.[S-:16][C:17]#[N:18].[Na+].N1C=CC=CC=1.[CH3:26][C:27]1[C:32]([O:33][C:34]2[C:35]([NH2:47])=[N:36][CH:37]=[C:38]([S:40][C:41]3[CH:46]=[CH:45][CH:44]=[CH:43][N:42]=3)[CH:39]=2)=[CH:31][CH:30]=[CH:29][N:28]=1. The yield is 0.750. The product is [CH3:15][C:2]1([CH3:1])[O:6][C@H:5]([C:7]2[N:18]=[C:17]([NH:47][C:35]3[C:34]([O:33][C:32]4[C:27]([CH3:26])=[N:28][CH:29]=[CH:30][CH:31]=4)=[CH:39][C:38]([S:40][C:41]4[CH:46]=[CH:45][CH:44]=[CH:43][N:42]=4)=[CH:37][N:36]=3)[S:16][N:8]=2)[CH2:4][O:3]1. (7) The yield is 0.820. The reactants are Br[C:2]1[CH:3]=[CH:4][N:5]=[C:6]2[C:11]=1[N:10]([CH3:12])[C:9](=[O:13])[CH:8]=[CH:7]2.C(=O)([O-])[O-].[K+].[K+].O.[CH2:21](OCC)[CH3:22]. The catalyst is COCCOC.C1C=CC([P]([Pd]([P](C2C=CC=CC=2)(C2C=CC=CC=2)C2C=CC=CC=2)([P](C2C=CC=CC=2)(C2C=CC=CC=2)C2C=CC=CC=2)[P](C2C=CC=CC=2)(C2C=CC=CC=2)C2C=CC=CC=2)(C2C=CC=CC=2)C2C=CC=CC=2)=CC=1. The product is [CH:21]([C:2]1[CH:3]=[CH:4][N:5]=[C:6]2[C:11]=1[N:10]([CH3:12])[C:9](=[O:13])[CH:8]=[CH:7]2)=[CH2:22]. (8) The reactants are [C:1]([O:5][C:6](=[O:25])[N:7]([CH2:9][C:10]1[CH:14]=[C:13](Br)[N:12]([S:16]([C:19]2[CH:20]=[N:21][CH:22]=[CH:23][CH:24]=2)(=[O:18])=[O:17])[CH:11]=1)[CH3:8])([CH3:4])([CH3:3])[CH3:2].[F:26][C:27]1[C:32](B(O)O)=[CH:31][CH:30]=[CH:29][N:28]=1.C(=O)([O-])[O-].[Na+].[Na+]. The catalyst is COCCOC.O.C1C=CC([P]([Pd]([P](C2C=CC=CC=2)(C2C=CC=CC=2)C2C=CC=CC=2)([P](C2C=CC=CC=2)(C2C=CC=CC=2)C2C=CC=CC=2)[P](C2C=CC=CC=2)(C2C=CC=CC=2)C2C=CC=CC=2)(C2C=CC=CC=2)C2C=CC=CC=2)=CC=1. The product is [C:1]([O:5][C:6](=[O:25])[N:7]([CH2:9][C:10]1[CH:14]=[C:13]([C:32]2[C:27]([F:26])=[N:28][CH:29]=[CH:30][CH:31]=2)[N:12]([S:16]([C:19]2[CH:20]=[N:21][CH:22]=[CH:23][CH:24]=2)(=[O:18])=[O:17])[CH:11]=1)[CH3:8])([CH3:4])([CH3:3])[CH3:2]. The yield is 0.690. (9) The reactants are [Cl:1][C:2]1[CH:10]=[CH:9][C:5]([C:6]([OH:8])=O)=[CH:4][C:3]=1[C:11]([C:14]#[N:15])([CH3:13])[CH3:12].C(Cl)(=O)C(Cl)=O.CN(C)C=O.[NH2:27][C:28]1[CH:29]=[C:30]([CH:47]=[CH:48][CH:49]=1)[O:31][C:32]1[CH:44]=[CH:43][C:35]2[N:36]=[C:37]([NH:39][C:40](=[O:42])[CH3:41])[S:38][C:34]=2[C:33]=1[C:45]#[N:46]. The catalyst is O1CCCC1.C(OCC)(=O)C. The product is [C:40]([NH:39][C:37]1[S:38][C:34]2[C:33]([C:45]#[N:46])=[C:32]([O:31][C:30]3[CH:29]=[C:28]([NH:27][C:6](=[O:8])[C:5]4[CH:9]=[CH:10][C:2]([Cl:1])=[C:3]([C:11]([C:14]#[N:15])([CH3:13])[CH3:12])[CH:4]=4)[CH:49]=[CH:48][CH:47]=3)[CH:44]=[CH:43][C:35]=2[N:36]=1)(=[O:42])[CH3:41]. The yield is 0.660.